This data is from NCI-60 drug combinations with 297,098 pairs across 59 cell lines. The task is: Regression. Given two drug SMILES strings and cell line genomic features, predict the synergy score measuring deviation from expected non-interaction effect. (1) Drug 1: C(CN)CNCCSP(=O)(O)O. Drug 2: N.N.Cl[Pt+2]Cl. Cell line: DU-145. Synergy scores: CSS=39.2, Synergy_ZIP=-0.00388, Synergy_Bliss=-0.532, Synergy_Loewe=-40.6, Synergy_HSA=0.270. (2) Drug 1: C#CCC(CC1=CN=C2C(=N1)C(=NC(=N2)N)N)C3=CC=C(C=C3)C(=O)NC(CCC(=O)O)C(=O)O. Drug 2: C1CNP(=O)(OC1)N(CCCl)CCCl. Cell line: OVCAR-5. Synergy scores: CSS=-3.17, Synergy_ZIP=1.49, Synergy_Bliss=0.597, Synergy_Loewe=-4.03, Synergy_HSA=-4.03. (3) Drug 1: CN(C)N=NC1=C(NC=N1)C(=O)N. Drug 2: CCCS(=O)(=O)NC1=C(C(=C(C=C1)F)C(=O)C2=CNC3=C2C=C(C=N3)C4=CC=C(C=C4)Cl)F. Cell line: HL-60(TB). Synergy scores: CSS=-1.83, Synergy_ZIP=-1.40, Synergy_Bliss=-6.56, Synergy_Loewe=-17.1, Synergy_HSA=-15.7. (4) Drug 1: CC(C)NC(=O)C1=CC=C(C=C1)CNNC.Cl. Drug 2: C1C(C(OC1N2C=NC3=C2NC=NCC3O)CO)O. Cell line: CCRF-CEM. Synergy scores: CSS=1.90, Synergy_ZIP=2.53, Synergy_Bliss=-4.24, Synergy_Loewe=-3.39, Synergy_HSA=-1.80. (5) Drug 1: C1=CC(=CC=C1CC(C(=O)O)N)N(CCCl)CCCl.Cl. Drug 2: C1=NC2=C(N1)C(=S)N=CN2. Cell line: NCIH23. Synergy scores: CSS=14.4, Synergy_ZIP=-10.7, Synergy_Bliss=-9.11, Synergy_Loewe=-13.2, Synergy_HSA=-8.20. (6) Drug 1: CCC1(CC2CC(C3=C(CCN(C2)C1)C4=CC=CC=C4N3)(C5=C(C=C6C(=C5)C78CCN9C7C(C=CC9)(C(C(C8N6C)(C(=O)OC)O)OC(=O)C)CC)OC)C(=O)OC)O.OS(=O)(=O)O. Drug 2: CS(=O)(=O)OCCCCOS(=O)(=O)C. Cell line: SF-268. Synergy scores: CSS=-0.215, Synergy_ZIP=1.52, Synergy_Bliss=1.06, Synergy_Loewe=0.0715, Synergy_HSA=-0.230. (7) Drug 2: CCC1(C2=C(COC1=O)C(=O)N3CC4=CC5=C(C=CC(=C5CN(C)C)O)N=C4C3=C2)O.Cl. Synergy scores: CSS=41.9, Synergy_ZIP=-8.09, Synergy_Bliss=-9.64, Synergy_Loewe=-10.8, Synergy_HSA=-6.59. Drug 1: C1=CC(=CC=C1CCC2=CNC3=C2C(=O)NC(=N3)N)C(=O)NC(CCC(=O)O)C(=O)O. Cell line: K-562. (8) Drug 1: C1=NC(=NC(=O)N1C2C(C(C(O2)CO)O)O)N. Drug 2: CC(C)(C#N)C1=CC(=CC(=C1)CN2C=NC=N2)C(C)(C)C#N. Cell line: HOP-62. Synergy scores: CSS=1.53, Synergy_ZIP=4.37, Synergy_Bliss=7.67, Synergy_Loewe=3.45, Synergy_HSA=-1.86.